Dataset: Forward reaction prediction with 1.9M reactions from USPTO patents (1976-2016). Task: Predict the product of the given reaction. (1) Given the reactants [OH-].[Na+:2].[C:3]1([C:9]2[CH:10]=[C:11]([C:15]([NH:17][C:18]3[CH:26]=[C:25]([C:27]4[S:28][CH:29]=[CH:30][CH:31]=4)[CH:24]=[CH:23][C:19]=3[C:20]([OH:22])=[O:21])=[O:16])[CH:12]=[N:13][CH:14]=2)[CH:8]=[CH:7][CH:6]=[CH:5][CH:4]=1, predict the reaction product. The product is: [C:3]1([C:9]2[CH:10]=[C:11]([C:15]([NH:17][C:18]3[CH:26]=[C:25]([C:27]4[S:28][CH:29]=[CH:30][CH:31]=4)[CH:24]=[CH:23][C:19]=3[C:20]([O-:22])=[O:21])=[O:16])[CH:12]=[N:13][CH:14]=2)[CH:4]=[CH:5][CH:6]=[CH:7][CH:8]=1.[Na+:2]. (2) The product is: [C:27]([O:26][C:24](=[O:25])[NH:16][CH2:15][C@@H:13]1[CH2:14][C@H:12]1[C:3]1[C:4]2[C:8]([CH:9]=[CH:10][C:2]=1[F:1])=[N:7][N:6]([CH3:11])[CH:5]=2)([CH3:30])([CH3:29])[CH3:28]. Given the reactants [F:1][C:2]1[CH:10]=[CH:9][C:8]2[C:4](=[CH:5][N:6]([CH3:11])[N:7]=2)[C:3]=1[C@@H:12]1[CH2:14][C@H:13]1[CH2:15][NH2:16].C(N(CC)CC)C.[C:24](O[C:24]([O:26][C:27]([CH3:30])([CH3:29])[CH3:28])=[O:25])([O:26][C:27]([CH3:30])([CH3:29])[CH3:28])=[O:25], predict the reaction product.